This data is from Blood-brain barrier penetration binary classification data from Martins et al.. The task is: Regression/Classification. Given a drug SMILES string, predict its absorption, distribution, metabolism, or excretion properties. Task type varies by dataset: regression for continuous measurements (e.g., permeability, clearance, half-life) or binary classification for categorical outcomes (e.g., BBB penetration, CYP inhibition). Dataset: bbb_martins. (1) The molecule is Cc1cccc(C)c1NC(=O)c1ccc(N)cc1. The result is 1 (penetrates BBB). (2) The compound is CCOC(=O)N1CCN(C(=O)Cc2ccc(Cl)c(Cl)c2)[C@@H](CN2CCCC2)C1. The result is 1 (penetrates BBB). (3) The compound is CC(C)OCC(COC(C)C)OCn1cnc2cnc(N)nc21. The result is 1 (penetrates BBB). (4) The molecule is OC(CN1CCCCC1)c1cc(-c2ccccc2)on1. The result is 1 (penetrates BBB). (5) The molecule is CC(=O)OCC(=O)[C@@]12OC3(CCCC3)O[C@@H]1C[C@H]1[C@@H]3CCC4=CC(=O)C=C[C@]4(C)[C@@]3(F)[C@@H](O)C[C@@]12C. The result is 1 (penetrates BBB). (6) The compound is O=C1C(O)=C(O)OC1C(O)CO. The result is 1 (penetrates BBB). (7) The molecule is FC(F)(Cl)C(F)(F)Cl. The result is 1 (penetrates BBB).